This data is from NCI-60 drug combinations with 297,098 pairs across 59 cell lines. The task is: Regression. Given two drug SMILES strings and cell line genomic features, predict the synergy score measuring deviation from expected non-interaction effect. (1) Drug 1: CN(C)C1=NC(=NC(=N1)N(C)C)N(C)C. Drug 2: C1=NNC2=C1C(=O)NC=N2. Cell line: UACC-257. Synergy scores: CSS=-7.49, Synergy_ZIP=1.52, Synergy_Bliss=-1.92, Synergy_Loewe=-7.49, Synergy_HSA=-6.95. (2) Drug 1: CNC(=O)C1=NC=CC(=C1)OC2=CC=C(C=C2)NC(=O)NC3=CC(=C(C=C3)Cl)C(F)(F)F. Drug 2: COC1=C2C(=CC3=C1OC=C3)C=CC(=O)O2. Cell line: A549. Synergy scores: CSS=6.20, Synergy_ZIP=-1.12, Synergy_Bliss=1.49, Synergy_Loewe=0.759, Synergy_HSA=-0.488. (3) Drug 1: C1=CN(C(=O)N=C1N)C2C(C(C(O2)CO)O)O.Cl. Drug 2: CC1=C(N=C(N=C1N)C(CC(=O)N)NCC(C(=O)N)N)C(=O)NC(C(C2=CN=CN2)OC3C(C(C(C(O3)CO)O)O)OC4C(C(C(C(O4)CO)O)OC(=O)N)O)C(=O)NC(C)C(C(C)C(=O)NC(C(C)O)C(=O)NCCC5=NC(=CS5)C6=NC(=CS6)C(=O)NCCC[S+](C)C)O. Cell line: MDA-MB-231. Synergy scores: CSS=25.6, Synergy_ZIP=-8.92, Synergy_Bliss=-6.03, Synergy_Loewe=-0.0791, Synergy_HSA=0.880. (4) Drug 1: CC1=CC2C(CCC3(C2CCC3(C(=O)C)OC(=O)C)C)C4(C1=CC(=O)CC4)C. Drug 2: CCC1(C2=C(COC1=O)C(=O)N3CC4=CC5=C(C=CC(=C5CN(C)C)O)N=C4C3=C2)O.Cl. Cell line: CAKI-1. Synergy scores: CSS=8.76, Synergy_ZIP=-8.47, Synergy_Bliss=-3.77, Synergy_Loewe=-42.7, Synergy_HSA=-6.97. (5) Cell line: UO-31. Synergy scores: CSS=15.1, Synergy_ZIP=-7.03, Synergy_Bliss=-4.69, Synergy_Loewe=-1.08, Synergy_HSA=-1.01. Drug 2: C1CCC(C(C1)N)N.C(=O)(C(=O)[O-])[O-].[Pt+4]. Drug 1: COC1=CC(=CC(=C1O)OC)C2C3C(COC3=O)C(C4=CC5=C(C=C24)OCO5)OC6C(C(C7C(O6)COC(O7)C8=CC=CS8)O)O. (6) Drug 1: CC1C(C(CC(O1)OC2CC(CC3=C2C(=C4C(=C3O)C(=O)C5=C(C4=O)C(=CC=C5)OC)O)(C(=O)CO)O)N)O.Cl. Drug 2: CCC1(CC2CC(C3=C(CCN(C2)C1)C4=CC=CC=C4N3)(C5=C(C=C6C(=C5)C78CCN9C7C(C=CC9)(C(C(C8N6C)(C(=O)OC)O)OC(=O)C)CC)OC)C(=O)OC)O.OS(=O)(=O)O. Cell line: NCI-H522. Synergy scores: CSS=34.5, Synergy_ZIP=-2.37, Synergy_Bliss=-0.0700, Synergy_Loewe=-1.75, Synergy_HSA=0.398.